This data is from Catalyst prediction with 721,799 reactions and 888 catalyst types from USPTO. The task is: Predict which catalyst facilitates the given reaction. (1) Reactant: [O:1]1[C:6]2[CH:7]=[CH:8][C:9]([CH:11]=[O:12])=[CH:10][C:5]=2[O:4][CH2:3][CH2:2]1.[I-].[CH3:14][S+](C)C.[OH-].[K+].O. Product: [O:12]1[CH2:14][CH:11]1[C:9]1[CH:8]=[CH:7][C:6]2[O:1][CH2:2][CH2:3][O:4][C:5]=2[CH:10]=1. The catalyst class is: 10. (2) Reactant: [CH2:1]([Zn]CC)C.FC(F)(F)C(O)=O.[CH:13]1([C:19]([O:21][CH3:22])=[O:20])[CH2:18][CH2:17][CH:16]=[CH:15][CH2:14]1. Product: [CH:15]12[CH2:1][CH:16]1[CH2:17][CH2:18][CH:13]([C:19]([O:21][CH3:22])=[O:20])[CH2:14]2. The catalyst class is: 4. (3) Reactant: C([O:8][C:9](=[O:43])[C@@H:10]([NH:35][C:36]([O:38][C:39]([CH3:42])([CH3:41])[CH3:40])=[O:37])[CH2:11][C:12]1[CH:17]=[CH:16][C:15]([N:18]2[CH2:22][C:21](=[O:23])[N:20]([CH2:24][C:25]3[CH:30]=[CH:29][C:28]([O:31][CH3:32])=[CH:27][CH:26]=3)[S:19]2(=[O:34])=[O:33])=[CH:14][CH:13]=1)C1C=CC=CC=1.CCO.[H][H]. Product: [C:39]([O:38][C:36]([NH:35][C@@H:10]([CH2:11][C:12]1[CH:13]=[CH:14][C:15]([N:18]2[CH2:22][C:21](=[O:23])[N:20]([CH2:24][C:25]3[CH:26]=[CH:27][C:28]([O:31][CH3:32])=[CH:29][CH:30]=3)[S:19]2(=[O:33])=[O:34])=[CH:16][CH:17]=1)[C:9]([OH:43])=[O:8])=[O:37])([CH3:40])([CH3:42])[CH3:41]. The catalyst class is: 99. (4) Reactant: [CH3:1][C:2]([C:4]1[CH:9]=[CH:8][C:7]([I:10])=[CH:6][CH:5]=1)=[O:3].[CH:11](=O)[C:12]1[CH:17]=[CH:16][CH:15]=[CH:14][CH:13]=1.[OH-].[K+]. Product: [I:10][C:7]1[CH:8]=[CH:9][C:4]([C:2](=[O:3])[CH:1]=[CH:11][C:12]2[CH:17]=[CH:16][CH:15]=[CH:14][CH:13]=2)=[CH:5][CH:6]=1. The catalyst class is: 8. (5) Reactant: O1CCO[CH:2]1[CH2:6][CH2:7][CH2:8][NH:9][CH:10](C)[CH2:11][CH2:12][NH2:13].Cl.[OH-].[Na+]. Product: [N:9]12[CH2:2][CH2:6][CH2:7][CH:8]1[NH:13][CH2:12][CH2:11][CH2:10]2. The catalyst class is: 6.